Dataset: Catalyst prediction with 721,799 reactions and 888 catalyst types from USPTO. Task: Predict which catalyst facilitates the given reaction. (1) Reactant: [Br:1][C:2]1[CH:7]=[CH:6][C:5](F)=[C:4]([N+:9]([O-:11])=[O:10])[CH:3]=1.[CH:12]1([CH2:15][NH2:16])[CH2:14][CH2:13]1.C(N(CC)C(C)C)(C)C. Product: [Br:1][C:2]1[CH:7]=[CH:6][C:5]([NH:16][CH2:15][CH:12]2[CH2:14][CH2:13]2)=[C:4]([N+:9]([O-:11])=[O:10])[CH:3]=1. The catalyst class is: 8. (2) Reactant: [CH3:1][O:2][C:3]1[CH:8]=[CH:7][C:6]([C:9]2[CH:14]=[CH:13][CH:12]=[C:11]([OH:15])[CH:10]=2)=[CH:5][CH:4]=1.F[C:17]1[CH:24]=[CH:23][C:20]([CH:21]=[O:22])=[CH:19][CH:18]=1.C(=O)([O-])[O-].[Cs+].[Cs+]. Product: [CH3:1][O:2][C:3]1[CH:4]=[CH:5][C:6]([C:9]2[CH:14]=[CH:13][CH:12]=[C:11]([O:15][C:17]3[CH:24]=[CH:23][C:20]([CH:21]=[O:22])=[CH:19][CH:18]=3)[CH:10]=2)=[CH:7][CH:8]=1. The catalyst class is: 3.